Dataset: Peptide-MHC class II binding affinity with 134,281 pairs from IEDB. Task: Regression. Given a peptide amino acid sequence and an MHC pseudo amino acid sequence, predict their binding affinity value. This is MHC class II binding data. (1) The peptide sequence is LEAKATFYGSNPRGA. The MHC is DRB1_1201 with pseudo-sequence DRB1_1201. The binding affinity (normalized) is 0.155. (2) The peptide sequence is EKKYFAATQFEPLMA. The MHC is DRB1_1001 with pseudo-sequence DRB1_1001. The binding affinity (normalized) is 0.672. (3) The peptide sequence is ASAAALAGDAAGAWR. The MHC is DRB1_1101 with pseudo-sequence DRB1_1101. The binding affinity (normalized) is 0.0606. (4) The peptide sequence is HAPAAPANPGLI. The MHC is HLA-DQA10501-DQB10201 with pseudo-sequence HLA-DQA10501-DQB10201. The binding affinity (normalized) is 0.0446. (5) The binding affinity (normalized) is 0. The peptide sequence is GPLDKEAIEERVERI. The MHC is HLA-DQA10201-DQB10301 with pseudo-sequence HLA-DQA10201-DQB10301. (6) The peptide sequence is LPNTLVFQAKSAFVM. The MHC is DRB1_0101 with pseudo-sequence DRB1_0101. The binding affinity (normalized) is 0.928. (7) The peptide sequence is EKKYFAATQFEPLAY. The MHC is HLA-DPA10103-DPB10401 with pseudo-sequence HLA-DPA10103-DPB10401. The binding affinity (normalized) is 0.978. (8) The peptide sequence is MATRFMTDPHAMRDM. The MHC is DRB1_1101 with pseudo-sequence DRB1_1101. The binding affinity (normalized) is 0.229. (9) The peptide sequence is DKPSPVGHAAAGD. The MHC is HLA-DQA10501-DQB10301 with pseudo-sequence HLA-DQA10501-DQB10301. The binding affinity (normalized) is 0.0847. (10) The peptide sequence is GPKEPFRDYVDRFYKTLR. The MHC is DRB1_0405 with pseudo-sequence DRB1_0405. The binding affinity (normalized) is 0.359.